The task is: Regression. Given a peptide amino acid sequence and an MHC pseudo amino acid sequence, predict their binding affinity value. This is MHC class I binding data.. This data is from Peptide-MHC class I binding affinity with 185,985 pairs from IEDB/IMGT. (1) The peptide sequence is KLARASFIEV. The MHC is HLA-A02:17 with pseudo-sequence HLA-A02:17. The binding affinity (normalized) is 0.394. (2) The peptide sequence is EVIEQWHSL. The MHC is HLA-A25:01 with pseudo-sequence HLA-A25:01. The binding affinity (normalized) is 0.778. (3) The peptide sequence is AVDLSHFLK. The MHC is HLA-B15:01 with pseudo-sequence HLA-B15:01. The binding affinity (normalized) is 0.0359. (4) The peptide sequence is KRIRLKHIF. The MHC is HLA-B15:01 with pseudo-sequence HLA-B15:01. The binding affinity (normalized) is 0.0847. (5) The binding affinity (normalized) is 0.0847. The peptide sequence is YLFQWNDNV. The MHC is HLA-B44:02 with pseudo-sequence HLA-B44:02.